From a dataset of Forward reaction prediction with 1.9M reactions from USPTO patents (1976-2016). Predict the product of the given reaction. (1) Given the reactants C([O:3][C:4](=[O:42])[C:5](OC1C=CC(OCCC2N=C(C3C=C(C4C=CC=CC=4)C=CC=3)OC=2C)=CC=1)([CH3:13])[CH2:6][C:7]1[CH:12]=[CH:11][CH:10]=[CH:9][CH:8]=1)C.[OH-].[Na+], predict the reaction product. The product is: [CH3:13][CH:5]([CH2:6][C:7]1[CH:12]=[CH:11][CH:10]=[CH:9][CH:8]=1)[C:4]([OH:42])=[O:3]. (2) Given the reactants [C:1]([O:5][C:6](=[O:17])[NH:7][CH:8]([C:11]1[CH:16]=[CH:15][CH:14]=[CH:13][CH:12]=1)[CH2:9][NH2:10])([CH3:4])([CH3:3])[CH3:2].Br[CH2:19][CH2:20][CH2:21][C:22]1[CH:27]=[CH:26][C:25]([O:28][CH3:29])=[CH:24][CH:23]=1.[C:30](=[O:33])([O-])[O-].[K+].[K+].[I-].[Na+], predict the reaction product. The product is: [C:1]([O:5][C:6](=[O:17])[NH:7][CH:8]([C:11]1[CH:12]=[CH:13][CH:14]=[CH:15][CH:16]=1)[CH2:9][N:10]([CH2:19][CH2:20][CH2:21][C:22]1[CH:27]=[CH:26][C:25]([O:33][CH3:30])=[CH:24][CH:23]=1)[CH2:19][CH2:20][CH2:21][C:22]1[CH:27]=[CH:26][C:25]([O:28][CH3:29])=[CH:24][CH:23]=1)([CH3:4])([CH3:2])[CH3:3]. (3) Given the reactants [CH3:1][C:2]([CH3:4])=O.C(O)(=O)C.C([BH3-])#N.[Na+].[NH2:13][C@H:14]([C:24]1[CH:29]=[CH:28][C:27]([Cl:30])=[CH:26][CH:25]=1)[C@@H:15]([C:17]1[CH:22]=[CH:21][CH:20]=[C:19]([Cl:23])[CH:18]=1)[OH:16], predict the reaction product. The product is: [Cl:23][C:19]1[CH:18]=[C:17]([C@@H:15]([OH:16])[C@@H:14]([C:24]2[CH:29]=[CH:28][C:27]([Cl:30])=[CH:26][CH:25]=2)[NH:13][CH:2]([CH3:4])[CH3:1])[CH:22]=[CH:21][CH:20]=1. (4) Given the reactants C[Si]([N:5]=[C:6]=[O:7])(C)C.[Cl:8][C:9]1[C:10]([C:30]2[N:34]3[CH:35]=[CH:36][CH:37]=[CH:38][C:33]3=[N:32][CH:31]=2)=[N:11][C:12]([NH:15][C:16]2[CH:21]=[CH:20][C:19]([N:22]3[CH2:27][CH2:26][NH:25][CH2:24][CH2:23]3)=[CH:18][C:17]=2[O:28][CH3:29])=[N:13][CH:14]=1, predict the reaction product. The product is: [Cl:8][C:9]1[C:10]([C:30]2[N:34]3[CH:35]=[CH:36][CH:37]=[CH:38][C:33]3=[N:32][CH:31]=2)=[N:11][C:12]([NH:15][C:16]2[CH:21]=[CH:20][C:19]([N:22]3[CH2:23][CH2:24][N:25]([C:6]([NH2:5])=[O:7])[CH2:26][CH2:27]3)=[CH:18][C:17]=2[O:28][CH3:29])=[N:13][CH:14]=1. (5) The product is: [C:9]([CH2:8][C:4]1[CH:3]=[C:2]([NH:1][C:20]([NH:19][C:14]2[CH:15]=[CH:16][CH:17]=[CH:18][C:13]=2[Br:12])=[O:21])[CH:7]=[CH:6][CH:5]=1)([OH:11])=[O:10]. Given the reactants [NH2:1][C:2]1[CH:3]=[C:4]([CH2:8][C:9]([OH:11])=[O:10])[CH:5]=[CH:6][CH:7]=1.[Br:12][C:13]1[CH:18]=[CH:17][CH:16]=[CH:15][C:14]=1[N:19]=[C:20]=[O:21], predict the reaction product.